This data is from Reaction yield outcomes from USPTO patents with 853,638 reactions. The task is: Predict the reaction yield, written as a fraction of the theoretical maximum amount of product (1.0 means a 100% yield; for example, 0.34 means a 34% yield). The yield is 0.620. The product is [CH3:1][O:2][C:3]1[CH:4]=[CH:5][C:6]2[O:10][C:9]([C:13]([C:14]3[CH:19]=[CH:18][CH:17]=[CH:16][CH:15]=3)=[O:20])=[C:8]([CH3:11])[C:7]=2[CH:12]=1. The catalyst is O. The reactants are [CH3:1][O:2][C:3]1[CH:4]=[CH:5][C:6]2[O:10][CH:9]=[C:8]([CH3:11])[C:7]=2[CH:12]=1.[C:13](Cl)(=[O:20])[C:14]1[CH:19]=[CH:18][CH:17]=[CH:16][CH:15]=1.[N+](C)([O-])=O.[Cl-].[Al+3].[Cl-].[Cl-].